The task is: Predict which catalyst facilitates the given reaction.. This data is from Catalyst prediction with 721,799 reactions and 888 catalyst types from USPTO. (1) Reactant: [F:1][C:2]([F:13])([F:12])[C:3]1[N:8]=[CH:7][C:6]([CH2:9][C:10]#[N:11])=[CH:5][CH:4]=1.[O:14]1[C:19]2[CH:20]=[CH:21][C:22](N)=[CH:23][C:18]=2[O:17][CH2:16][CH2:15]1.C([O-])=O.[NH4+]. Product: [O:14]1[C:19]2[CH:20]=[CH:21][C:22]([NH:11][CH2:10][CH2:9][C:6]3[CH:7]=[N:8][C:3]([C:2]([F:12])([F:1])[F:13])=[CH:4][CH:5]=3)=[CH:23][C:18]=2[O:17][CH2:16][CH2:15]1. The catalyst class is: 19. (2) Reactant: [CH3:1][O:2][C:3]1[C:12]2[C:7](=[CH:8][CH:9]=[CH:10][CH:11]=2)[C:6]([O:13][CH3:14])=[C:5]([CH3:15])[C:4]=1[CH2:16][CH:17]=[C:18]([CH3:21])[CH:19]=O.[CH2:22]([SH:26])[CH2:23][CH2:24][SH:25].II. Product: [CH3:1][O:2][C:3]1[C:12]2[C:7](=[CH:8][CH:9]=[CH:10][CH:11]=2)[C:6]([O:13][CH3:14])=[C:5]([CH3:15])[C:4]=1[CH2:16][CH:17]=[C:18]([CH:19]1[S:26][CH2:22][CH2:23][CH2:24][S:25]1)[CH3:21]. The catalyst class is: 22. (3) Reactant: [Cl:1][C:2]1[N:7]=[C:6]([C:8]2[S:12][C:11]([C:13]([NH:16][C:17]([O:19][C:20]([CH3:23])([CH3:22])[CH3:21])=[O:18])([CH3:15])[CH3:14])=[N:10][C:9]=2[C:24]2[C:25]([F:37])=[C:26]([NH:30]C(=O)OCC=C)[CH:27]=[CH:28][CH:29]=2)[CH:5]=[CH:4][N:3]=1.C([SnH](CCCC)CCCC)CCC.O. Product: [NH2:30][C:26]1[C:25]([F:37])=[C:24]([C:9]2[N:10]=[C:11]([C:13]([NH:16][C:17](=[O:18])[O:19][C:20]([CH3:23])([CH3:22])[CH3:21])([CH3:15])[CH3:14])[S:12][C:8]=2[C:6]2[CH:5]=[CH:4][N:3]=[C:2]([Cl:1])[N:7]=2)[CH:29]=[CH:28][CH:27]=1. The catalyst class is: 4. (4) Reactant: [CH3:1][C:2]1([CH3:9])[CH2:7][CH2:6][CH2:5][C:4](=[O:8])[CH2:3]1.C[Si]([N-][Si](C)(C)C)(C)C.[Na+].Br[CH2:21][CH:22]1[CH2:27][CH2:26][N:25]([C:28]([O:30][C:31]([CH3:34])([CH3:33])[CH3:32])=[O:29])[CH2:24][CH2:23]1.O. Product: [CH3:1][C:2]1([CH3:9])[CH2:7][CH2:6][CH:5]([CH2:21][CH:22]2[CH2:27][CH2:26][N:25]([C:28]([O:30][C:31]([CH3:32])([CH3:34])[CH3:33])=[O:29])[CH2:24][CH2:23]2)[C:4](=[O:8])[CH2:3]1. The catalyst class is: 16. (5) Reactant: [CH3:1][O:2][C:3]1[C:4]([N+:11]([O-])=O)=[C:5]([NH:9][CH3:10])[CH:6]=[CH:7][CH:8]=1. Product: [CH3:1][O:2][C:3]1[CH:8]=[CH:7][CH:6]=[C:5]([NH:9][CH3:10])[C:4]=1[NH2:11]. The catalyst class is: 78. (6) Reactant: C(OC([N:8]1[CH2:12][C@@H:11]([CH2:13][N:14]([CH:31]([CH3:33])[CH3:32])[C:15](=[O:30])[C:16]2[CH:21]=[CH:20][C:19]([O:22][CH3:23])=[C:18]([O:24][CH2:25][CH2:26][CH2:27][O:28][CH3:29])[CH:17]=2)[C@H:10]([NH2:34])[CH2:9]1)=O)(C)(C)C.[CH2:35]([N:42]1[CH2:46][CH2:45][C:44](=O)[CH2:43]1)[C:36]1[CH:41]=[CH:40][CH:39]=[CH:38][CH:37]=1.CC#N.O.CC#N. Product: [CH2:35]([N:42]1[CH2:46][CH2:45][CH:44]([NH:34][C@@H:10]2[CH2:9][NH:8][CH2:12][C@H:11]2[CH2:13][N:14]([CH:31]([CH3:33])[CH3:32])[C:15](=[O:30])[C:16]2[CH:21]=[CH:20][C:19]([O:22][CH3:23])=[C:18]([O:24][CH2:25][CH2:26][CH2:27][O:28][CH3:29])[CH:17]=2)[CH2:43]1)[C:36]1[CH:41]=[CH:40][CH:39]=[CH:38][CH:37]=1. The catalyst class is: 6. (7) Reactant: [NH:1]1[C:9]2[C:4](=[CH:5][CH:6]=[C:7]([C:10]([OH:12])=O)[CH:8]=2)[CH:3]=[CH:2]1.[NH2:13][C:14]1[CH:26]=[CH:25][C:17]([C:18]([O:20][C:21]([CH3:24])([CH3:23])[CH3:22])=[O:19])=[CH:16][CH:15]=1.CN1CCOCC1.F[P-](F)(F)(F)(F)F.N1(OC(N(C)C)=[N+](C)C)C2N=CC=CC=2N=N1. Product: [C:21]([O:20][C:18](=[O:19])[C:17]1[CH:16]=[CH:15][C:14]([NH:13][C:10]([C:7]2[CH:8]=[C:9]3[C:4]([CH:3]=[CH:2][NH:1]3)=[CH:5][CH:6]=2)=[O:12])=[CH:26][CH:25]=1)([CH3:24])([CH3:22])[CH3:23]. The catalyst class is: 546. (8) Reactant: Cl[C:2]1[CH:7]=[N:6][CH:5]=[C:4]([Cl:8])[N:3]=1.[F:9][C:10]1[CH:11]=[C:12]([CH2:16][NH2:17])[CH:13]=[CH:14][CH:15]=1. Product: [Cl:8][C:4]1[N:3]=[C:2]([NH:17][CH2:16][C:12]2[CH:13]=[CH:14][CH:15]=[C:10]([F:9])[CH:11]=2)[CH:7]=[N:6][CH:5]=1. The catalyst class is: 16. (9) Reactant: [CH2:1]([C:9]1[N:14]=[N:13][C:12]([NH2:15])=[CH:11][CH:10]=1)[CH2:2][C:3]1[CH:8]=[CH:7][CH:6]=[CH:5][CH:4]=1.CO[CH:18](OC)[N:19]([CH3:21])[CH3:20]. Product: [CH3:18][N:19]([CH3:21])[CH:20]=[N:15][C:12]1[N:13]=[N:14][C:9]([CH2:1][CH2:2][C:3]2[CH:8]=[CH:7][CH:6]=[CH:5][CH:4]=2)=[CH:10][CH:11]=1. The catalyst class is: 11. (10) Reactant: [CH2:1]([N:8]([C@H:16]1[CH2:21][CH2:20][C@H:19]([C:22]2[CH:27]=[CH:26][C:25]([OH:28])=[CH:24][CH:23]=2)[CH2:18][CH2:17]1)[C:9](=[O:15])[O:10][C:11]([CH3:14])([CH3:13])[CH3:12])[C:2]1[CH:7]=[CH:6][CH:5]=[CH:4][CH:3]=1.[H-].[Na+].Br[CH2:32][C:33]([O:35][CH2:36][CH3:37])=[O:34].[Cl-].[NH4+]. Product: [CH2:1]([N:8]([C:9]([O:10][C:11]([CH3:14])([CH3:13])[CH3:12])=[O:15])[C@H:16]1[CH2:17][CH2:18][C@H:19]([C:22]2[CH:27]=[CH:26][C:25]([O:28][CH2:32][C:33]([O:35][CH2:36][CH3:37])=[O:34])=[CH:24][CH:23]=2)[CH2:20][CH2:21]1)[C:2]1[CH:3]=[CH:4][CH:5]=[CH:6][CH:7]=1. The catalyst class is: 9.